Dataset: Cav3 T-type calcium channel HTS with 100,875 compounds. Task: Binary Classification. Given a drug SMILES string, predict its activity (active/inactive) in a high-throughput screening assay against a specified biological target. (1) The drug is O(c1nc(N(C)C)nc(NCC(OC)=O)n1)C. The result is 0 (inactive). (2) The compound is s1c(C2N3CC4(CC(CN2C4)(C3)C)C)ccc1. The result is 0 (inactive). (3) The drug is O=c1n(Cc2ccccc2)c(/N=C\N(C)C)cc(=O)[nH]1. The result is 0 (inactive). (4) The compound is O1C(C(NC(=O)c2occc2)C)COc2c1cccc2. The result is 0 (inactive). (5) The molecule is FC(F)(F)c1ccc(C2CC(OC(C(=O)N3CCN(CC3)Cc3ccccc3)=C2)OCc2ccc(cc2)CO)cc1. The result is 0 (inactive). (6) The result is 0 (inactive). The molecule is S(=O)(=O)(N1CCCC1)c1ccc(NC(=O)CCCOc2cc(ccc2)C)cc1. (7) The drug is Clc1c(OC)cc(NC(=O)C2OCCC2)c(OC)c1. The result is 0 (inactive). (8) The compound is O1CCN(CCCN2C(\C(C(=O)C2=O)=C(/O)c2c(c([nH]c2C)C(OC)=O)C)c2ncccc2)CC1. The result is 0 (inactive). (9) The result is 0 (inactive). The compound is S(CC(=O)N1CC(OC(C1)C)C)c1scc(n1)c1ccc(F)cc1. (10) The drug is S(CC(=O)NCC1OCCC1)c1sc(NC(=O)C)nn1. The result is 0 (inactive).